This data is from Full USPTO retrosynthesis dataset with 1.9M reactions from patents (1976-2016). The task is: Predict the reactants needed to synthesize the given product. (1) Given the product [F:17][C:4]1[CH:3]=[C:2]([C:19]2[CH:24]=[CH:23][C:22]([CH3:25])=[CH:21][CH:20]=2)[C:10]2[N:9]3[CH2:11][CH2:12][CH2:13][NH:14][C:15](=[O:16])[C:8]3=[CH:7][C:6]=2[CH:5]=1, predict the reactants needed to synthesize it. The reactants are: Br[C:2]1[C:10]2[N:9]3[CH2:11][CH2:12][CH2:13][NH:14][C:15](=[O:16])[C:8]3=[CH:7][C:6]=2[CH:5]=[C:4]([F:17])[CH:3]=1.B(O)(O)[C:19]1[CH:20]=[CH:21][C:22]([CH3:25])=[CH:23][CH:24]=1. (2) Given the product [C:19]([O:18][C:16]([N:8]1[CH2:7][C@@H:6]([CH2:4][OH:3])[C@H:10]([CH2:11][OH:12])[CH2:9]1)=[O:17])([CH3:22])([CH3:21])[CH3:20], predict the reactants needed to synthesize it. The reactants are: C([O:3][C:4]([C@H:6]1[C@H:10]([C:11](OCC)=[O:12])[CH2:9][N:8]([C:16]([O:18][C:19]([CH3:22])([CH3:21])[CH3:20])=[O:17])[CH2:7]1)=O)C.[Li+].[BH4-].